From a dataset of Reaction yield outcomes from USPTO patents with 853,638 reactions. Predict the reaction yield, written as a fraction of the theoretical maximum amount of product (1.0 means a 100% yield; for example, 0.34 means a 34% yield). (1) The reactants are [C:1]1([C:20]2[CH:25]=[CH:24][CH:23]=[CH:22][CH:21]=2)[CH:6]=[CH:5][C:4]([C:7]2[CH:8]=[N:9][N:10]([C:12]3[CH:17]=[CH:16][CH:15]=[C:14]([O:18]C)[CH:13]=3)[CH:11]=2)=[CH:3][CH:2]=1. The catalyst is C(O)(=O)C.Br. The yield is 1.00. The product is [C:1]1([C:20]2[CH:21]=[CH:22][CH:23]=[CH:24][CH:25]=2)[CH:6]=[CH:5][C:4]([C:7]2[CH:8]=[N:9][N:10]([C:12]3[CH:13]=[C:14]([OH:18])[CH:15]=[CH:16][CH:17]=3)[CH:11]=2)=[CH:3][CH:2]=1. (2) The reactants are CN(C(ON1N=NC2C=CC=NC1=2)=[N+](C)C)C.F[P-](F)(F)(F)(F)F.[CH3:25][C:26]1[C:34]2[C:33]([NH:35][C:36]3[C:37]([O:42][CH:43]4[CH2:48][CH2:47][O:46][CH2:45][CH2:44]4)=[N:38][CH:39]=[CH:40][CH:41]=3)=[N:32][CH:31]=[N:30][C:29]=2[S:28][C:27]=1[C:49](O)=[O:50].CCN(C(C)C)C(C)C.[CH3:61][N:62]([CH3:66])[CH2:63][CH2:64][NH2:65]. The catalyst is CN(C=O)C. The product is [CH3:61][N:62]([CH3:66])[CH2:63][CH2:64][NH:65][C:49]([C:27]1[S:28][C:29]2[N:30]=[CH:31][N:32]=[C:33]([NH:35][C:36]3[C:37]([O:42][CH:43]4[CH2:48][CH2:47][O:46][CH2:45][CH2:44]4)=[N:38][CH:39]=[CH:40][CH:41]=3)[C:34]=2[C:26]=1[CH3:25])=[O:50]. The yield is 0.220. (3) The product is [Br:8][C:6]1[CH:7]=[C:2]([N:20]2[CH2:19][CH2:18][CH:17]([NH:16][C:9](=[O:10])[O:11][C:12]([CH3:14])([CH3:13])[CH3:15])[CH2:22][CH2:21]2)[CH:3]=[N:4][CH:5]=1. The catalyst is C1(C)C=CC=CC=1.C1C=CC(/C=C/C(/C=C/C2C=CC=CC=2)=O)=CC=1.C1C=CC(/C=C/C(/C=C/C2C=CC=CC=2)=O)=CC=1.C1C=CC(/C=C/C(/C=C/C2C=CC=CC=2)=O)=CC=1.[Pd].[Pd]. The reactants are Br[C:2]1[CH:3]=[N:4][CH:5]=[C:6]([Br:8])[CH:7]=1.[C:9]([NH:16][CH:17]1[CH2:22][CH2:21][NH:20][CH2:19][CH2:18]1)([O:11][C:12]([CH3:15])([CH3:14])[CH3:13])=[O:10].C1(P(C2C=CC=CC=2)C2C=CC3C(=CC=CC=3)C=2C2C3C(=CC=CC=3)C=CC=2P(C2C=CC=CC=2)C2C=CC=CC=2)C=CC=CC=1.CC(C)([O-])C.[Na+]. The yield is 0.756. (4) The reactants are C(O)(=O)C(C)(C)C.C(=O)([O-])[O-].[K+].[K+].Br[C:15]1[CH:33]=[CH:32][C:31]([Cl:34])=[CH:30][C:16]=1[CH2:17][O:18][C:19]1[CH:28]=[CH:27][CH:26]=[C:25]2[C:20]=1[CH2:21][CH2:22][CH2:23][C:24]2=[O:29]. The catalyst is CC(N(C)C)=O.C([O-])(=O)C(C)(C)C.[Pd+2].C([O-])(=O)C(C)(C)C.FC1C=CC(P(C2C=CC(F)=CC=2)C2C=CC(F)=CC=2)=CC=1. The product is [Cl:34][C:31]1[CH:32]=[CH:33][C:15]2[C:28]3[C:19](=[C:20]4[CH2:21][CH2:22][CH2:23][C:24](=[O:29])[C:25]4=[CH:26][CH:27]=3)[O:18][CH2:17][C:16]=2[CH:30]=1. The yield is 0.970. (5) The reactants are Cl[C:2]1[C:7]([I:8])=[CH:6][CH:5]=[C:4]([C:9]([F:12])([F:11])[F:10])[N:3]=1.[NH:13]1[CH2:18][CH2:17][CH2:16][CH2:15][CH2:14]1.CCN(CC)CC. The catalyst is CC(O)C. The product is [I:8][C:7]1[C:2]([N:13]2[CH2:18][CH2:17][CH2:16][CH2:15][CH2:14]2)=[N:3][C:4]([C:9]([F:12])([F:11])[F:10])=[CH:5][CH:6]=1. The yield is 0.580. (6) The reactants are [Cl-].O[NH3+:3].[C:4](=[O:7])([O-])[OH:5].[Na+].CS(C)=O.[CH:13]1([N:17]2[C:22](=[O:23])[C:21]([CH2:24][C:25]3[CH:30]=[CH:29][C:28]([C:31]4[C:32]([C:37]#[N:38])=[CH:33][CH:34]=[CH:35][CH:36]=4)=[CH:27][CH:26]=3)=[C:20]([CH2:39][CH2:40][CH3:41])[N:19]3[N:42]=[C:43]([CH3:45])[N:44]=[C:18]23)[CH2:16][CH2:15][CH2:14]1. The catalyst is C(OCC)(=O)C. The product is [CH:13]1([N:17]2[C:22](=[O:23])[C:21]([CH2:24][C:25]3[CH:26]=[CH:27][C:28]([C:31]4[CH:36]=[CH:35][CH:34]=[CH:33][C:32]=4[C:37]4[NH:3][C:4](=[O:7])[O:5][N:38]=4)=[CH:29][CH:30]=3)=[C:20]([CH2:39][CH2:40][CH3:41])[N:19]3[N:42]=[C:43]([CH3:45])[N:44]=[C:18]23)[CH2:16][CH2:15][CH2:14]1. The yield is 0.570. (7) No catalyst specified. The reactants are [NH2:1][N:2]1[CH:6]=[CH:5][CH:4]=[C:3]1[C:7]([NH:9][C@H:10]([C:12]1[CH:17]=[CH:16][CH:15]=[CH:14][CH:13]=1)[CH3:11])=[O:8].[C:18]([O:22][C:23]([NH:25][C@@H:26]([CH3:30])[C:27](O)=[O:28])=[O:24])([CH3:21])([CH3:20])[CH3:19]. The yield is 0.920. The product is [O:28]=[C:27]([NH:1][N:2]1[CH:6]=[CH:5][CH:4]=[C:3]1[C:7](=[O:8])[NH:9][C@H:10]([C:12]1[CH:17]=[CH:16][CH:15]=[CH:14][CH:13]=1)[CH3:11])[C@@H:26]([NH:25][C:23](=[O:24])[O:22][C:18]([CH3:21])([CH3:20])[CH3:19])[CH3:30]. (8) The reactants are [C:1]1([OH:7])[CH:6]=[CH:5][CH:4]=[CH:3][CH:2]=1.[H-].[Na+].Cl.[Br:11][C:12]1[CH:13]=[CH:14][C:15]([CH2:18]Cl)=[N:16][CH:17]=1.C(N(CC)CC)C. The catalyst is C(OCC)(=O)C.O.CN(C)C=O. The product is [Br:11][C:12]1[CH:13]=[CH:14][C:15]([CH2:18][O:7][C:1]2[CH:6]=[CH:5][CH:4]=[CH:3][CH:2]=2)=[N:16][CH:17]=1. The yield is 0.817. (9) The reactants are [CH3:1][O:2][C:3]1[CH:8]=[CH:7][C:6]([C:9]2[S:13][C:12]3[CH:14]=[C:15]([O:18][CH3:19])[CH:16]=[CH:17][C:11]=3[CH:10]=2)=[CH:5][CH:4]=1.[CH2:20]([O:22][C:23]1[CH:31]=[CH:30][C:26]([C:27](Cl)=[O:28])=[CH:25][CH:24]=1)[CH3:21].[Al+3].[Cl-].[Cl-].[Cl-].O. The catalyst is C(Cl)Cl.CCOC(C)=O. The product is [CH2:20]([O:22][C:23]1[CH:31]=[CH:30][C:26]([C:27]([C:10]2[C:11]3[CH:17]=[CH:16][C:15]([O:18][CH3:19])=[CH:14][C:12]=3[S:13][C:9]=2[C:6]2[CH:7]=[CH:8][C:3]([O:2][CH3:1])=[CH:4][CH:5]=2)=[O:28])=[CH:25][CH:24]=1)[CH3:21]. The yield is 0.840.